Predict the reaction yield, written as a fraction of the theoretical maximum amount of product (1.0 means a 100% yield; for example, 0.34 means a 34% yield). From a dataset of Reaction yield outcomes from USPTO patents with 853,638 reactions. (1) The reactants are [C:1]([Si:5]([CH3:8])([CH3:7])Cl)([CH3:4])([CH3:3])[CH3:2].[CH3:9][NH:10][CH2:11][CH2:12][OH:13].N1C=CN=C1.O. The catalyst is ClCCl. The product is [Si:5]([O:13][CH2:12][CH2:11][NH:10][CH3:9])([C:1]([CH3:4])([CH3:3])[CH3:2])([CH3:8])[CH3:7]. The yield is 0.950. (2) The reactants are [O:1]1[CH:5]=[CH:4][C:3]([C:6]2[CH:7]=[C:8]([C:17]([F:20])([F:19])[F:18])[C:9]3[N:10]([CH:12]=[C:13]([CH2:15][OH:16])[N:14]=3)[CH:11]=2)=[CH:2]1.C(N(CC)C(C)C)(C)C.[CH3:30][S:31](Cl)(=[O:33])=[O:32]. The catalyst is CN(C=O)C.CCOC(C)=O. The product is [O:1]1[CH:5]=[CH:4][C:3]([C:6]2[CH:7]=[C:8]([C:17]([F:18])([F:20])[F:19])[C:9]3[N:10]([CH:12]=[C:13]([CH2:15][O:16][S:31]([CH3:30])(=[O:33])=[O:32])[N:14]=3)[CH:11]=2)=[CH:2]1. The yield is 0.480. (3) The reactants are C(O)(C(F)(F)F)=O.[CH3:8][N:9]1[CH:14]2[CH2:15][CH2:16][CH:10]1[CH2:11][CH:12]([N:17]1[C:30]3[CH:29]=[CH:28][C:27]([C:31](O)=[O:32])=[CH:26][C:25]=3[O:24][C:23]3[C:18]1=[CH:19][CH:20]=[CH:21][CH:22]=3)[CH2:13]2.CN(C(ON1N=NC2C=CC=CC1=2)=[N+](C)C)C.F[P-](F)(F)(F)(F)F.[CH2:58]([N:60](CC)[CH2:61][CH3:62])[CH3:59]. The catalyst is CN(C=O)C. The product is [CH2:58]([N:60]([CH2:61][CH3:62])[C:31]([C:27]1[CH:28]=[CH:29][C:30]2[N:17]([CH:12]3[CH2:13][CH:14]4[N:9]([CH3:8])[CH:10]([CH2:16][CH2:15]4)[CH2:11]3)[C:18]3[C:23]([O:24][C:25]=2[CH:26]=1)=[CH:22][CH:21]=[CH:20][CH:19]=3)=[O:32])[CH3:59]. The yield is 0.610. (4) The reactants are [CH3:13][C:12]([O:11][C:9](O[C:9]([O:11][C:12]([CH3:15])([CH3:14])[CH3:13])=[O:10])=[O:10])([CH3:15])[CH3:14].[Br:16][C:17]1[N:18]=[C:19]([C:24]2[N:28]=[C:27]([CH3:29])[O:26][N:25]=2)[C:20]([NH2:23])=[N:21][CH:22]=1. The catalyst is CN(C1C=CN=CC=1)C.C(Cl)Cl. The product is [Br:16][C:17]1[N:18]=[C:19]([C:24]2[N:28]=[C:27]([CH3:29])[O:26][N:25]=2)[C:20]([N:23]([C:9]([O:11][C:12]([CH3:13])([CH3:14])[CH3:15])=[O:10])[C:9](=[O:10])[O:11][C:12]([CH3:15])([CH3:14])[CH3:13])=[N:21][CH:22]=1. The yield is 0.730. (5) The reactants are Br[C:2]1[CH:10]=[CH:9][C:5]([CH2:6][S:7][CH3:8])=[CH:4][C:3]=1[Cl:11].[B:12]1([B:12]2[O:16][C:15]([CH3:18])([CH3:17])[C:14]([CH3:20])([CH3:19])[O:13]2)[O:16][C:15]([CH3:18])([CH3:17])[C:14]([CH3:20])([CH3:19])[O:13]1.C([O-])(=O)C.[K+]. The catalyst is O1CCOCC1.Cl[Pd]Cl.C1(P(C2C=CC=CC=2)[C-]2C=CC=C2)C=CC=CC=1.[C-]1(P(C2C=CC=CC=2)C2C=CC=CC=2)C=CC=C1.[Fe+2]. The product is [Cl:11][C:3]1[CH:4]=[C:5]([CH2:6][S:7][CH3:8])[CH:9]=[CH:10][C:2]=1[B:12]1[O:16][C:15]([CH3:18])([CH3:17])[C:14]([CH3:20])([CH3:19])[O:13]1. The yield is 0.212. (6) The reactants are [Cl:1][C:2]1[C:3]([O:24][C:25]2[CH:30]=[CH:29][N:28]=[C:27](Cl)[CH:26]=2)=[CH:4][C:5]([F:23])=[C:6]([NH:8][C:9]([N:11]2[CH2:15][CH2:14][N:13]([CH:16]3[CH2:21][CH2:20][O:19][CH2:18][CH2:17]3)[C:12]2=[O:22])=[O:10])[CH:7]=1.[CH3:32][N:33]([CH3:37])[C:34]([NH2:36])=[O:35].C([O-])([O-])=O.[Cs+].[Cs+].CC1(C)C2C(=C(P(C3C=CC=CC=3)C3C=CC=CC=3)C=CC=2)OC2C(P(C3C=CC=CC=3)C3C=CC=CC=3)=CC=CC1=2. The catalyst is O1CCOCC1.C1C=CC(/C=C/C(/C=C/C2C=CC=CC=2)=O)=CC=1.C1C=CC(/C=C/C(/C=C/C2C=CC=CC=2)=O)=CC=1.C1C=CC(/C=C/C(/C=C/C2C=CC=CC=2)=O)=CC=1.[Pd].[Pd]. The product is [Cl:1][C:2]1[C:3]([O:24][C:25]2[CH:30]=[CH:29][N:28]=[C:27]([NH:36][C:34]([N:33]([CH3:37])[CH3:32])=[O:35])[CH:26]=2)=[CH:4][C:5]([F:23])=[C:6]([NH:8][C:9]([N:11]2[CH2:15][CH2:14][N:13]([CH:16]3[CH2:21][CH2:20][O:19][CH2:18][CH2:17]3)[C:12]2=[O:22])=[O:10])[CH:7]=1. The yield is 0.440. (7) The reactants are [OH:1][CH2:2][CH:3]1[CH2:6][CH2:5][O:4]1.CN1CCOCC1.ClC(OC1C=CC([N+]([O-])=O)=CC=1)=O.[CH:27]([CH:30]1[C:35]2[N:36]=[CH:37][NH:38][C:34]=2[CH2:33][CH2:32][N:31]1[C:39](OCC1SC=CN=1)=[O:40])([CH3:29])[CH3:28].CCN(C(C)C)C(C)C. The catalyst is C(Cl)Cl. The product is [CH:27]([CH:30]1[C:35]2[N:36]=[CH:37][NH:38][C:34]=2[CH2:33][CH2:32][N:31]1[C:39]([O:1][CH2:2][CH:3]1[CH2:6][CH2:5][O:4]1)=[O:40])([CH3:29])[CH3:28]. The yield is 0.0870.